Dataset: Reaction yield outcomes from USPTO patents with 853,638 reactions. Task: Predict the reaction yield, written as a fraction of the theoretical maximum amount of product (1.0 means a 100% yield; for example, 0.34 means a 34% yield). (1) The reactants are C1(C)C=CC(S(O)(=O)=O)=CC=1.[O:12]1[CH2:16][CH2:15][C@@H:14]([NH2:17])[CH2:13]1.[H-].[Na+].[Cl:20][CH2:21][CH2:22][N:23]=[C:24]=[O:25]. The yield is 0.700. The product is [Cl:20][CH2:21][CH2:22][NH:23][C:24]([NH:17][C@@H:14]1[CH2:15][CH2:16][O:12][CH2:13]1)=[O:25]. The catalyst is C1COCC1. (2) The reactants are [Br:1][C:2]1[CH:3]=[C:4]([N+:9]([O-])=O)[C:5]([CH3:8])=[N:6][CH:7]=1.[Cl-].[NH4+]. The catalyst is CCO.O.[Fe]. The product is [Br:1][C:2]1[CH:3]=[C:4]([NH2:9])[C:5]([CH3:8])=[N:6][CH:7]=1. The yield is 0.900. (3) The reactants are [CH3:1][C:2]1[CH:3]=[C:4]([CH:8]=[C:9]([CH3:14])[C:10]=1[N+:11]([O-:13])=[O:12])[C:5]([OH:7])=[O:6].S(Cl)(Cl)=O.[CH3:19]O. No catalyst specified. The product is [CH3:1][C:2]1[CH:3]=[C:4]([CH:8]=[C:9]([CH3:14])[C:10]=1[N+:11]([O-:13])=[O:12])[C:5]([O:7][CH3:19])=[O:6]. The yield is 0.983. (4) The reactants are [O-:1][S:2]([O-:4])=[O:3].[Na+].[Na+].Cl[CH2:8][C:9]([O:11][CH2:12][CH3:13])=[O:10]. The catalyst is O.CCO. The product is [CH2:12]([O:11][C:9]([CH2:8][S:2]([OH:4])(=[O:1])=[O:3])=[O:10])[CH3:13]. The yield is 1.00.